The task is: Predict which catalyst facilitates the given reaction.. This data is from Catalyst prediction with 721,799 reactions and 888 catalyst types from USPTO. Reactant: [NH2:1][CH2:2][CH2:3][CH2:4][C@:5]([C@@H:21]1[CH2:26][CH2:25][CH2:24][N:23]([C:27]([O:29][C:30]([CH3:33])([CH3:32])[CH3:31])=[O:28])[CH2:22]1)([C:7]1[CH:12]=[CH:11][CH:10]=[C:9]([Cl:13])[C:8]=1[C:14]1[CH:19]=[CH:18][CH:17]=[C:16]([CH3:20])[CH:15]=1)[OH:6].CCN(CC)CC.Cl[C:42]([O:44][CH3:45])=[O:43]. Product: [Cl:13][C:9]1[C:8]([C:14]2[CH:19]=[CH:18][CH:17]=[C:16]([CH3:20])[CH:15]=2)=[C:7]([C@:5]([C@@H:21]2[CH2:26][CH2:25][CH2:24][N:23]([C:27]([O:29][C:30]([CH3:33])([CH3:32])[CH3:31])=[O:28])[CH2:22]2)([OH:6])[CH2:4][CH2:3][CH2:2][NH:1][C:42]([O:44][CH3:45])=[O:43])[CH:12]=[CH:11][CH:10]=1. The catalyst class is: 172.